This data is from NCI-60 drug combinations with 297,098 pairs across 59 cell lines. The task is: Regression. Given two drug SMILES strings and cell line genomic features, predict the synergy score measuring deviation from expected non-interaction effect. (1) Drug 1: CC1=C2C(C(=O)C3(C(CC4C(C3C(C(C2(C)C)(CC1OC(=O)C(C(C5=CC=CC=C5)NC(=O)OC(C)(C)C)O)O)OC(=O)C6=CC=CC=C6)(CO4)OC(=O)C)OC)C)OC. Drug 2: CC1=C2C(C(=O)C3(C(CC4C(C3C(C(C2(C)C)(CC1OC(=O)C(C(C5=CC=CC=C5)NC(=O)OC(C)(C)C)O)O)OC(=O)C6=CC=CC=C6)(CO4)OC(=O)C)O)C)O. Cell line: HL-60(TB). Synergy scores: CSS=72.9, Synergy_ZIP=9.47, Synergy_Bliss=8.51, Synergy_Loewe=-0.282, Synergy_HSA=10.1. (2) Drug 1: C1=CN(C=N1)CC(O)(P(=O)(O)O)P(=O)(O)O. Drug 2: COCCOC1=C(C=C2C(=C1)C(=NC=N2)NC3=CC=CC(=C3)C#C)OCCOC.Cl. Cell line: HCC-2998. Synergy scores: CSS=3.73, Synergy_ZIP=1.40, Synergy_Bliss=3.39, Synergy_Loewe=2.16, Synergy_HSA=0.900. (3) Drug 1: CC(CN1CC(=O)NC(=O)C1)N2CC(=O)NC(=O)C2. Drug 2: CC12CCC3C(C1CCC2O)C(CC4=C3C=CC(=C4)O)CCCCCCCCCS(=O)CCCC(C(F)(F)F)(F)F. Cell line: UACC62. Synergy scores: CSS=16.1, Synergy_ZIP=-5.58, Synergy_Bliss=-3.28, Synergy_Loewe=-0.580, Synergy_HSA=-0.651.